Dataset: Catalyst prediction with 721,799 reactions and 888 catalyst types from USPTO. Task: Predict which catalyst facilitates the given reaction. (1) Reactant: [N+](=[C:3](P(=O)(OC)OC)C(=O)C)=[N-].[N:13]1([CH2:18][C:19]2[CH:24]=[CH:23][C:22]([CH2:25][CH2:26][CH:27]=O)=[CH:21][CH:20]=2)[CH2:17][CH2:16][CH2:15][CH2:14]1.C([O-])([O-])=O.[K+].[K+]. Product: [CH2:25]([C:22]1[CH:23]=[CH:24][C:19]([CH2:18][N:13]2[CH2:17][CH2:16][CH2:15][CH2:14]2)=[CH:20][CH:21]=1)[CH2:26][C:27]#[CH:3]. The catalyst class is: 459. (2) Reactant: Br[C:2]1[CH:3]=[C:4]([C@@H:8]([NH:12][C:13](=[O:19])[O:14][C:15]([CH3:18])([CH3:17])[CH3:16])[CH2:9][CH:10]=[CH2:11])[CH:5]=[N:6][CH:7]=1.[CH3:20][N:21]1[CH:25]=[C:24]([N+:26]([O-:28])=[O:27])[CH:23]=[N:22]1.C12(P(C34CC5CC(CC(C5)C3)C4)CCCC)CC3CC(CC(C3)C1)C2.C([O-])([O-])=O.[K+].[K+].C(O)(=O)C(C)(C)C. Product: [CH3:20][N:21]1[C:25]([C:2]2[CH:3]=[C:4]([C@@H:8]([NH:12][C:13](=[O:19])[O:14][C:15]([CH3:18])([CH3:17])[CH3:16])[CH2:9][CH:10]=[CH2:11])[CH:5]=[N:6][CH:7]=2)=[C:24]([N+:26]([O-:28])=[O:27])[CH:23]=[N:22]1. The catalyst class is: 231. (3) Reactant: [CH:1]12[CH2:7][CH2:6][CH:5]1[CH2:4][N:3]([C:8]1[CH:13]=[CH:12][C:11]([N+:14]([O-])=O)=[CH:10][N:9]=1)[CH2:2]2. Product: [CH:5]12[CH2:6][CH2:7][CH:1]1[CH2:2][N:3]([C:8]1[N:9]=[CH:10][C:11]([NH2:14])=[CH:12][CH:13]=1)[CH2:4]2. The catalyst class is: 45. (4) Reactant: [Cl:1][C:2]1[CH:3]=[C:4]([C:19]2[N:23]=[C:22]([C:24](OCC)=[O:25])[O:21][N:20]=2)[CH:5]=[C:6]([Cl:18])[C:7]=1[O:8][CH2:9][C:10]1[CH:15]=[CH:14][C:13]([O:16][CH3:17])=[CH:12][CH:11]=1.[OH:29][C:30]1[CH:37]=[CH:36][C:33]([CH2:34][NH2:35])=[CH:32][CH:31]=1. Product: [Cl:18][C:6]1[CH:5]=[C:4]([C:19]2[N:23]=[C:22]([C:24]([NH:35][CH2:34][C:33]3[CH:36]=[CH:37][C:30]([OH:29])=[CH:31][CH:32]=3)=[O:25])[O:21][N:20]=2)[CH:3]=[C:2]([Cl:1])[C:7]=1[O:8][CH2:9][C:10]1[CH:11]=[CH:12][C:13]([O:16][CH3:17])=[CH:14][CH:15]=1. The catalyst class is: 14. (5) Reactant: [CH2:1]([O:8][C:9]1[C:14]([CH2:15][N:16]2[CH2:25][CH2:24][C:23]3[C:18](=[C:19]([Cl:28])[C:20](Br)=[CH:21][C:22]=3[Cl:26])[C:17]2=[O:29])=[C:13]([O:30][CH3:31])[CH:12]=[C:11]([CH3:32])[N:10]=1)[C:2]1[CH:7]=[CH:6][CH:5]=[CH:4][CH:3]=1.[Cl-].[Li+].C([Mg]Cl)(C)C.[O:40]1[CH2:43][CH:42]([CH:44]=[O:45])[CH2:41]1. Product: [CH2:1]([O:8][C:9]1[C:14]([CH2:15][N:16]2[CH2:25][CH2:24][C:23]3[C:18](=[C:19]([Cl:28])[C:20]([CH:44]([OH:45])[CH:42]4[CH2:43][O:40][CH2:41]4)=[CH:21][C:22]=3[Cl:26])[C:17]2=[O:29])=[C:13]([O:30][CH3:31])[CH:12]=[C:11]([CH3:32])[N:10]=1)[C:2]1[CH:7]=[CH:6][CH:5]=[CH:4][CH:3]=1. The catalyst class is: 1. (6) Reactant: F[C:2]1[CH:7]=[CH:6][C:5]([C:8]([F:11])([F:10])[F:9])=[CH:4][C:3]=1[N+:12]([O-:14])=[O:13].C(N(C(C)C)CC)(C)C.[NH2:24][CH:25]1[CH2:30][CH2:29][N:28]([C:31]([O:33][C:34]([CH3:37])([CH3:36])[CH3:35])=[O:32])[CH2:27][CH2:26]1. Product: [C:34]([O:33][C:31]([N:28]1[CH2:29][CH2:30][CH:25]([NH:24][C:2]2[CH:7]=[CH:6][C:5]([C:8]([F:11])([F:10])[F:9])=[CH:4][C:3]=2[N+:12]([O-:14])=[O:13])[CH2:26][CH2:27]1)=[O:32])([CH3:37])([CH3:35])[CH3:36]. The catalyst class is: 7. (7) Reactant: [Cl-].[CH3:2][O:3][CH2:4][P+](C1C=CC=CC=1)(C1C=CC=CC=1)C1C=CC=CC=1.C[Si]([N-][Si](C)(C)C)(C)C.[Li+].[CH:34]([C:36]1[C:44]2[C:43]([C:45]([O:47][CH3:48])=[O:46])=[CH:42][CH:41]=[CH:40][C:39]=2[N:38]([CH2:49][C:50]2[CH:55]=[CH:54][C:53]([O:56][CH3:57])=[CH:52][CH:51]=2)[N:37]=1)=O. Product: [CH3:57][O:56][C:53]1[CH:54]=[CH:55][C:50]([CH2:49][N:38]2[C:39]3[CH:40]=[CH:41][CH:42]=[C:43]([C:45]([O:47][CH3:48])=[O:46])[C:44]=3[C:36]([CH:34]=[CH:2][O:3][CH3:4])=[N:37]2)=[CH:51][CH:52]=1. The catalyst class is: 7. (8) Reactant: [Br:1]N1C(=O)CCC1=O.C(OOC(=O)C1C=CC=CC=1)(=O)C1C=CC=CC=1.[C:27]([O:30][C:31]1[CH:32]=[C:33]([CH3:41])[CH:34]=[CH:35][C:36]=1[C:37]([CH3:40])([CH3:39])[CH3:38])(=[O:29])[CH3:28]. Product: [C:27]([O:30][C:31]1[CH:32]=[C:33]([CH:34]=[CH:35][C:36]=1[C:37]([CH3:40])([CH3:39])[CH3:38])[CH2:41][Br:1])(=[O:29])[CH3:28]. The catalyst class is: 53. (9) Reactant: [N:1]([C@@H:4]1[CH2:13][C:12]2[C:7](=[CH:8][CH:9]=[CH:10][CH:11]=2)[CH2:6][C@H:5]1[OH:14])=[N+]=[N-]. Product: [NH2:1][C@@H:4]1[CH2:13][C:12]2[C:7](=[CH:8][CH:9]=[CH:10][CH:11]=2)[CH2:6][C@H:5]1[OH:14]. The catalyst class is: 19.